Dataset: Merck oncology drug combination screen with 23,052 pairs across 39 cell lines. Task: Regression. Given two drug SMILES strings and cell line genomic features, predict the synergy score measuring deviation from expected non-interaction effect. Drug 1: NC(=O)c1cccc2cn(-c3ccc(C4CCCNC4)cc3)nc12. Drug 2: CNC(=O)c1cc(Oc2ccc(NC(=O)Nc3ccc(Cl)c(C(F)(F)F)c3)cc2)ccn1. Cell line: KPL1. Synergy scores: synergy=2.71.